Dataset: Catalyst prediction with 721,799 reactions and 888 catalyst types from USPTO. Task: Predict which catalyst facilitates the given reaction. (1) Reactant: C([O:4][C@H:5]1[C@@H:9]([O:10]C(=O)C)[C@H:8]([N:14]2[CH:22]=[N:21][C:20]3[C:15]2=[N:16][C:17]([C:29]#[N:30])=[N:18][C:19]=3[NH:23][CH:24]2[CH2:28][CH2:27][CH2:26][CH2:25]2)[O:7][C@@H:6]1[CH2:31][O:32]C(=O)C)(=O)C. Product: [NH2:30][CH2:29][C:17]1[N:16]=[C:15]2[C:20]([N:21]=[CH:22][N:14]2[C@H:8]2[C@H:9]([OH:10])[C@H:5]([OH:4])[C@@H:6]([CH2:31][OH:32])[O:7]2)=[C:19]([NH:23][CH:24]2[CH2:28][CH2:27][CH2:26][CH2:25]2)[N:18]=1. The catalyst class is: 94. (2) Reactant: [NH2:1][C:2]1[O:6][N:5]=[C:4]([C:7]2[CH:12]=[CH:11][CH:10]=[C:9]([F:13])[CH:8]=2)[C:3]=1[C:14]([OH:16])=O.Cl.C(N=C=NCCCN(C)C)C.[CH3:29][O:30][C:31]1[CH:32]=[C:33]([N:37]2[CH2:42][CH2:41][NH:40][CH2:39][CH2:38]2)[CH:34]=[CH:35][CH:36]=1. Product: [NH2:1][C:2]1[O:6][N:5]=[C:4]([C:7]2[CH:12]=[CH:11][CH:10]=[C:9]([F:13])[CH:8]=2)[C:3]=1[C:14]([N:40]1[CH2:39][CH2:38][N:37]([C:33]2[CH:34]=[CH:35][CH:36]=[C:31]([O:30][CH3:29])[CH:32]=2)[CH2:42][CH2:41]1)=[O:16]. The catalyst class is: 4. (3) Reactant: [O:1]1CCO[CH:2]1[C:6]1[O:10][C:9]([S:11]([N:14]2[C:18]([C:19]3[C:20]([F:25])=[N:21][CH:22]=[CH:23][CH:24]=3)=[C:17]([F:26])[C:16]([CH2:27][N:28]([CH3:36])[C:29](=[O:35])[O:30][C:31]([CH3:34])([CH3:33])[CH3:32])=[CH:15]2)(=[O:13])=[O:12])=[CH:8][CH:7]=1.Cl. Product: [F:26][C:17]1[C:16]([CH2:27][N:28]([CH3:36])[C:29](=[O:35])[O:30][C:31]([CH3:32])([CH3:33])[CH3:34])=[CH:15][N:14]([S:11]([C:9]2[O:10][C:6]([CH:2]=[O:1])=[CH:7][CH:8]=2)(=[O:12])=[O:13])[C:18]=1[C:19]1[C:20]([F:25])=[N:21][CH:22]=[CH:23][CH:24]=1. The catalyst class is: 7. (4) Reactant: C([O:8][C:9]([C@H:11]1[CH2:15][CH2:14][CH2:13][N:12]1[C:16](=[O:44])[CH2:17][O:18][C:19]1[CH:24]=[CH:23][CH:22]=[CH:21][C:20]=1[O:25][CH2:26][C:27]([N:29]1[CH2:33][CH2:32][CH2:31][C@@H:30]1[C:34]([O:36]CC1C=CC=CC=1)=[O:35])=[O:28])=[O:10])C1C=CC=CC=1. Product: [C:34]([C@H:30]1[CH2:31][CH2:32][CH2:33][N:29]1[C:27](=[O:28])[CH2:26][O:25][C:20]1[CH:21]=[CH:22][CH:23]=[CH:24][C:19]=1[O:18][CH2:17][C:16]([N:12]1[CH2:13][CH2:14][CH2:15][C@@H:11]1[C:9]([OH:10])=[O:8])=[O:44])([OH:36])=[O:35]. The catalyst class is: 29. (5) Reactant: [BH4-].[Na+].[F:3][C:4]1([F:44])[C:13]2=[N:14][N:15]([CH2:17][C:18]3[C:23]([CH3:24])=[C:22]([O:25][CH3:26])[C:21]([CH3:27])=[CH:20][N:19]=3)[N:16]=[C:11]3[C:12]2=[C:6]([CH2:7][S:8][N:9]=[C:10]3[N:28](C(OC(C)(C)C)=O)C(OC(C)(C)C)=O)[C:5]1=[O:43].CO. Product: [NH2:28][C:10]1[C:11]2[C:12]3[C:13](=[N:14][N:15]([CH2:17][C:18]4[C:23]([CH3:24])=[C:22]([O:25][CH3:26])[C:21]([CH3:27])=[CH:20][N:19]=4)[N:16]=2)[C:4]([F:44])([F:3])[CH:5]([OH:43])[C:6]=3[CH2:7][S:8][N:9]=1. The catalyst class is: 6.